From a dataset of Reaction yield outcomes from USPTO patents with 853,638 reactions. Predict the reaction yield, written as a fraction of the theoretical maximum amount of product (1.0 means a 100% yield; for example, 0.34 means a 34% yield). (1) The reactants are Br[C:2]1[CH:3]=[C:4]2[C:8]3=[C:9]([CH2:11][CH2:12][N:7]3[C@H:6]3[CH2:13][CH2:14][N:15]([C:17]([O:19][C:20]([CH3:23])([CH3:22])[CH3:21])=[O:18])[CH2:16][C@@H:5]23)[CH:10]=1.[CH:24]([C:26]1[CH:31]=[C:30]([O:32][CH3:33])[CH:29]=[CH:28][C:27]=1B(O)O)=[O:25].O.O.O.O.O.O.O.O.[OH-].[Ba+2].[OH-]. The product is [CH:24]([C:26]1[CH:31]=[C:30]([O:32][CH3:33])[CH:29]=[CH:28][C:27]=1[C:2]1[CH:3]=[C:4]2[C:8]3=[C:9]([CH2:11][CH2:12][N:7]3[C@H:6]3[CH2:13][CH2:14][N:15]([C:17]([O:19][C:20]([CH3:21])([CH3:22])[CH3:23])=[O:18])[CH2:16][C@@H:5]23)[CH:10]=1)=[O:25]. The yield is 0.410. The catalyst is COCCOC.O.C1C=CC([P]([Pd]([P](C2C=CC=CC=2)(C2C=CC=CC=2)C2C=CC=CC=2)([P](C2C=CC=CC=2)(C2C=CC=CC=2)C2C=CC=CC=2)[P](C2C=CC=CC=2)(C2C=CC=CC=2)C2C=CC=CC=2)(C2C=CC=CC=2)C2C=CC=CC=2)=CC=1. (2) The reactants are N1CCCCC1.BrC1OC(C=O)=CC=1.[N:15]1([C:21]2[O:25][C:24]([CH:26]=O)=[CH:23][CH:22]=2)[CH2:20][CH2:19][CH2:18][CH2:17][CH2:16]1.[CH3:28][O:29][C:30]1[CH:31]=[C:32]([CH:36]=[CH:37][C:38]=1[O:39][CH3:40])[CH2:33][C:34]#[N:35]. No catalyst specified. The product is [CH3:28][O:29][C:30]1[CH:31]=[C:32](/[C:33](=[CH:26]/[C:24]2[O:25][C:21]([N:15]3[CH2:16][CH2:17][CH2:18][CH2:19][CH2:20]3)=[CH:22][CH:23]=2)/[C:34]#[N:35])[CH:36]=[CH:37][C:38]=1[O:39][CH3:40]. The yield is 0.300. (3) The reactants are [CH2:1]([N:8]1[CH2:17][CH2:16][C:15]2[N:14]=[C:13](Cl)[CH:12]=[CH:11][C:10]=2[CH2:9]1)[C:2]1[CH:7]=[CH:6][CH:5]=[CH:4][CH:3]=1.[NH:19]1[CH2:23][CH2:22][CH2:21][CH2:20]1.CC(C1C=C(C(C)C)C(C2C=CC=CC=2P(C2CCCCC2)C2CCCCC2)=C(C(C)C)C=1)C.CC(C)([O-])C.[Na+]. The catalyst is C1C=CC(/C=C/C(/C=C/C2C=CC=CC=2)=O)=CC=1.C1C=CC(/C=C/C(/C=C/C2C=CC=CC=2)=O)=CC=1.C1C=CC(/C=C/C(/C=C/C2C=CC=CC=2)=O)=CC=1.[Pd].[Pd].O.C1(C)C=CC=CC=1. The product is [CH2:1]([N:8]1[CH2:17][CH2:16][C:15]2[N:14]=[C:13]([N:19]3[CH2:23][CH2:22][CH2:21][CH2:20]3)[CH:12]=[CH:11][C:10]=2[CH2:9]1)[C:2]1[CH:7]=[CH:6][CH:5]=[CH:4][CH:3]=1. The yield is 0.480. (4) The reactants are [CH3:1][C:2]([CH3:22])=[CH:3][C:4]1[C:16]([NH2:17])=[C:15]([CH:18]=[C:19]([CH3:21])[CH3:20])[C:7]2[O:8][C:9]3[CH:14]=[CH:13][CH:12]=[CH:11][C:10]=3[C:6]=2[CH:5]=1. The catalyst is C(O)C.[Pd].[Pt]. The product is [CH2:3]([C:4]1[C:16]([NH2:17])=[C:15]([CH2:18][CH:19]([CH3:21])[CH3:20])[C:7]2[O:8][C:9]3[CH:14]=[CH:13][CH:12]=[CH:11][C:10]=3[C:6]=2[CH:5]=1)[CH:2]([CH3:22])[CH3:1]. The yield is 0.960. (5) The yield is 0.930. No catalyst specified. The reactants are C[O:2][C:3]1[CH:4]=[C:5]2[C:9](=[CH:10][CH:11]=1)[CH2:8][NH:7][CH2:6]2.[BrH:12]. The product is [BrH:12].[OH:2][C:3]1[CH:4]=[C:5]2[C:9](=[CH:10][CH:11]=1)[CH2:8][NH:7][CH2:6]2. (6) The reactants are F[P-](F)(F)(F)(F)F.C[N+](C)=C(N(C)C)ON1C2N=CC=CC=2N=N1.[NH2:25][C:26]1[N:35]=[C:34]([N:36]2[CH2:41][CH2:40][N:39]([CH3:42])[CH2:38][CH2:37]2)[C:33]2[C:28](=[CH:29][C:30]([C:43](O)=[O:44])=[CH:31][CH:32]=2)[N:27]=1.C(N(CC)C(C)C)(C)C.[CH:55]1[C:64]2[C:59](=[CH:60][CH:61]=[CH:62][CH:63]=2)[CH:58]=[CH:57][C:56]=1[C@H:65]([NH2:67])[CH3:66]. The catalyst is CN(C)C=O. The product is [NH2:25][C:26]1[N:35]=[C:34]([N:36]2[CH2:41][CH2:40][N:39]([CH3:42])[CH2:38][CH2:37]2)[C:33]2[C:28](=[CH:29][C:30]([C:43]([NH:67][C@@H:65]([C:56]3[CH:57]=[CH:58][C:59]4[C:64](=[CH:63][CH:62]=[CH:61][CH:60]=4)[CH:55]=3)[CH3:66])=[O:44])=[CH:31][CH:32]=2)[N:27]=1. The yield is 0.270.